This data is from Forward reaction prediction with 1.9M reactions from USPTO patents (1976-2016). The task is: Predict the product of the given reaction. Given the reactants [CH3:1][O:2][C:3](=[O:33])[C:4]1[CH:9]=[C:8]([O:10][CH3:11])[CH:7]=[CH:6][C:5]=1[N:12]1[C:16]2[C:17](=[O:28])[N:18]([C:21]3[CH:26]=[CH:25][C:24](I)=[CH:23][CH:22]=3)[CH2:19][CH2:20][C:15]=2[C:14]([C:29]([F:32])([F:31])[F:30])=[N:13]1.[CH3:34]SC1C=CC=CC=1B(O)O.C(=O)([O-])[O-].[Na+].[Na+].Cl[C:52]1[CH:57]=[CH:56][CH:55]=[C:54](C(OO)=O)[CH:53]=1.[S:62]([O-:65])([O-])=[O:63].[Na+].[Na+], predict the reaction product. The product is: [CH3:1][O:2][C:3](=[O:33])[C:4]1[CH:9]=[C:8]([O:10][CH3:11])[CH:7]=[CH:6][C:5]=1[N:12]1[C:16]2[C:17](=[O:28])[N:18]([C:21]3[CH:26]=[CH:25][C:24]([C:53]4[CH:54]=[CH:55][CH:56]=[CH:57][C:52]=4[S:62]([CH3:34])(=[O:65])=[O:63])=[CH:23][CH:22]=3)[CH2:19][CH2:20][C:15]=2[C:14]([C:29]([F:32])([F:31])[F:30])=[N:13]1.